Dataset: NCI-60 drug combinations with 297,098 pairs across 59 cell lines. Task: Regression. Given two drug SMILES strings and cell line genomic features, predict the synergy score measuring deviation from expected non-interaction effect. (1) Drug 1: C1=CN(C(=O)N=C1N)C2C(C(C(O2)CO)O)O.Cl. Drug 2: C1CNP(=O)(OC1)N(CCCl)CCCl. Cell line: MDA-MB-231. Synergy scores: CSS=13.8, Synergy_ZIP=-3.03, Synergy_Bliss=0.762, Synergy_Loewe=-13.4, Synergy_HSA=0.149. (2) Drug 1: C1C(C(OC1N2C=NC3=C(N=C(N=C32)Cl)N)CO)O. Drug 2: COC1=NC(=NC2=C1N=CN2C3C(C(C(O3)CO)O)O)N. Cell line: SF-539. Synergy scores: CSS=-2.03, Synergy_ZIP=0.0398, Synergy_Bliss=1.20, Synergy_Loewe=-7.05, Synergy_HSA=-4.07. (3) Drug 1: CC1OCC2C(O1)C(C(C(O2)OC3C4COC(=O)C4C(C5=CC6=C(C=C35)OCO6)C7=CC(=C(C(=C7)OC)O)OC)O)O. Drug 2: C1CC(=O)NC(=O)C1N2C(=O)C3=CC=CC=C3C2=O. Cell line: OVCAR3. Synergy scores: CSS=29.2, Synergy_ZIP=2.67, Synergy_Bliss=5.48, Synergy_Loewe=-23.5, Synergy_HSA=-3.10. (4) Drug 1: CN(CC1=CN=C2C(=N1)C(=NC(=N2)N)N)C3=CC=C(C=C3)C(=O)NC(CCC(=O)O)C(=O)O. Drug 2: CC1C(C(CC(O1)OC2CC(CC3=C2C(=C4C(=C3O)C(=O)C5=C(C4=O)C(=CC=C5)OC)O)(C(=O)CO)O)N)O.Cl. Cell line: OVCAR-5. Synergy scores: CSS=40.0, Synergy_ZIP=-9.39, Synergy_Bliss=-16.9, Synergy_Loewe=-12.3, Synergy_HSA=-11.7. (5) Drug 1: CCCS(=O)(=O)NC1=C(C(=C(C=C1)F)C(=O)C2=CNC3=C2C=C(C=N3)C4=CC=C(C=C4)Cl)F. Drug 2: CCN(CC)CCNC(=O)C1=C(NC(=C1C)C=C2C3=C(C=CC(=C3)F)NC2=O)C. Cell line: MOLT-4. Synergy scores: CSS=-6.66, Synergy_ZIP=-0.213, Synergy_Bliss=-6.60, Synergy_Loewe=-11.7, Synergy_HSA=-8.92.